This data is from Full USPTO retrosynthesis dataset with 1.9M reactions from patents (1976-2016). The task is: Predict the reactants needed to synthesize the given product. (1) Given the product [NH2:8][C@@H:9]([CH2:22][C:23]1[CH:24]=[CH:25][C:26]([F:29])=[CH:27][CH:28]=1)[CH2:10][O:11][C:12]1[CH:21]=[C:16]([C:17]2[CH:46]=[C:35]3[C:36](=[C:44]([NH2:52])[N:45]=2)[CH:37]=[N:38][C:39]2[CH:40]=[C:41]([O:42][CH3:43])[C:32]([O:31][CH3:30])=[CH:33][C:34]3=2)[CH:15]=[N:14][CH:13]=1, predict the reactants needed to synthesize it. The reactants are: C(OC([NH:8][C@@H:9]([CH2:22][C:23]1[CH:28]=[CH:27][C:26]([F:29])=[CH:25][CH:24]=1)[CH2:10][O:11][C:12]1[CH:13]=[N:14][CH:15]=[C:16]([CH:21]=1)[C:17](OC)=O)=O)(C)(C)C.[CH3:30][O:31][C:32]1[CH:33]=[C:34]2[C:39](=[CH:40][C:41]=1[O:42][CH3:43])[N:38]=[CH:37][C:36]([C:44]#[N:45])=[C:35]2[CH3:46].[Li+].C[Si]([N-:52][Si](C)(C)C)(C)C.C(=O)=O.C(O)(C(F)(F)F)=O. (2) The reactants are: [C:1]([S:5]([NH:7][C:8]([C:13]1[CH:18]=[CH:17][CH:16]=[CH:15][CH:14]=1)([CH3:12])[C:9]([OH:11])=[O:10])=[O:6])([CH3:4])([CH3:3])[CH3:2].[CH3:19][N:20]1[CH2:25][CH2:24][CH:23](O)[CH2:22][CH2:21]1.C1(N=C=NC2CCCCC2)CCCCC1.O.ON1C2C=CC=CC=2N=N1. Given the product [C:1]([S:5]([NH:7][C:8]([C:13]1[CH:14]=[CH:15][CH:16]=[CH:17][CH:18]=1)([CH3:12])[C:9]([O:11][CH:23]1[CH2:24][CH2:25][N:20]([CH3:19])[CH2:21][CH2:22]1)=[O:10])=[O:6])([CH3:2])([CH3:3])[CH3:4], predict the reactants needed to synthesize it. (3) The reactants are: [CH3:1][C:2]1[CH:7]=[CH:6][C:5]([OH:8])=[CH:4][C:3]=1[OH:9].Br[CH2:11][CH:12]1[CH2:17][CH2:16][CH2:15][CH2:14][CH2:13]1. Given the product [CH:12]1([CH2:11][O:8][C:5]2[CH:6]=[CH:7][C:2]([CH3:1])=[C:3]([OH:9])[CH:4]=2)[CH2:17][CH2:16][CH2:15][CH2:14][CH2:13]1, predict the reactants needed to synthesize it. (4) Given the product [Cl:1][C:2]1[CH:23]=[C:22]([Cl:24])[CH:21]=[CH:20][C:3]=1[O:4][C:5]1[CH:10]=[CH:9][CH:8]=[CH:7][C:6]=1[NH:11][C:12]([CH:14]1[CH2:19][CH2:18][N:17]([S:39]([C:33]2[CH:34]=[C:35]([Cl:38])[CH:36]=[CH:37][C:32]=2[Cl:31])(=[O:41])=[O:40])[CH2:16][CH2:15]1)=[O:13], predict the reactants needed to synthesize it. The reactants are: [Cl:1][C:2]1[CH:23]=[C:22]([Cl:24])[CH:21]=[CH:20][C:3]=1[O:4][C:5]1[CH:10]=[CH:9][CH:8]=[CH:7][C:6]=1[NH:11][C:12]([CH:14]1[CH2:19][CH2:18][NH:17][CH2:16][CH2:15]1)=[O:13].N1C=CC=CC=1.[Cl:31][C:32]1[CH:37]=[CH:36][C:35]([Cl:38])=[CH:34][C:33]=1[S:39](Cl)(=[O:41])=[O:40]. (5) Given the product [CH2:1]([NH:5][C:6](=[O:18])[NH:7][C:8]1[N:12]([CH3:13])[N:11]=[C:10]([C:14]([OH:16])=[O:15])[CH:9]=1)[CH:2]([CH3:4])[CH3:3], predict the reactants needed to synthesize it. The reactants are: [CH2:1]([NH:5][C:6](=[O:18])[NH:7][C:8]1[N:12]([CH3:13])[N:11]=[C:10]([C:14]([O:16]C)=[O:15])[CH:9]=1)[CH:2]([CH3:4])[CH3:3].[Li+].[OH-].O. (6) The reactants are: I[C:2]1[C:10]2[C:5](=[N:6][CH:7]=[N:8][C:9]=2[NH2:11])[N:4]([C@H:12]2[CH2:17][CH2:16][C@H:15]([N:18]3[CH2:23][CH2:22][N:21]([CH3:24])[CH2:20][CH2:19]3)[CH2:14][CH2:13]2)[N:3]=1.[CH3:25][O:26][C:27]1[CH:28]=[C:29](B(O)O)[CH:30]=[CH:31][C:32]=1[NH:33][C:34](=[O:43])[CH2:35][CH2:36][C:37]1[CH:42]=[CH:41][CH:40]=[CH:39][CH:38]=1.C(=O)([O-])[O-].[Na+].[Na+]. Given the product [NH2:11][C:9]1[N:8]=[CH:7][N:6]=[C:5]2[N:4]([C@H:12]3[CH2:17][CH2:16][C@H:15]([N:18]4[CH2:23][CH2:22][N:21]([CH3:24])[CH2:20][CH2:19]4)[CH2:14][CH2:13]3)[N:3]=[C:2]([C:29]3[CH:30]=[CH:31][C:32]([NH:33][C:34](=[O:43])[CH2:35][CH2:36][C:37]4[CH:38]=[CH:39][CH:40]=[CH:41][CH:42]=4)=[C:27]([O:26][CH3:25])[CH:28]=3)[C:10]=12, predict the reactants needed to synthesize it.